This data is from Catalyst prediction with 721,799 reactions and 888 catalyst types from USPTO. The task is: Predict which catalyst facilitates the given reaction. Reactant: Cl[C:2]1[N:7]=[C:6]([NH:8][C@H:9]([CH2:13][CH3:14])[C:10]([NH2:12])=[O:11])[CH:5]=[N:4][C:3]=1[C:15]#[N:16].Cl.[CH3:18][C:19]1[CH:23]=[C:22]([NH2:24])[S:21][N:20]=1.C([O-])([O-])=O.[K+].[K+].C1C=CC(P(C2C(C3C(P(C4C=CC=CC=4)C4C=CC=CC=4)=CC=C4C=3C=CC=C4)=C3C(C=CC=C3)=CC=2)C2C=CC=CC=2)=CC=1. Product: [C:15]([C:3]1[N:4]=[CH:5][C:6]([NH:8][C@H:9]([CH2:13][CH3:14])[C:10]([NH2:12])=[O:11])=[N:7][C:2]=1[NH:24][C:22]1[S:21][N:20]=[C:19]([CH3:18])[CH:23]=1)#[N:16]. The catalyst class is: 231.